Dataset: Catalyst prediction with 721,799 reactions and 888 catalyst types from USPTO. Task: Predict which catalyst facilitates the given reaction. (1) Reactant: [CH3:1][O:2][C:3]1[CH:20]=[CH:19][C:6]([CH2:7][O:8][C:9]2[CH:18]=[CH:17][C:12]([C:13]([O:15]C)=[O:14])=[CH:11][CH:10]=2)=[CH:5][CH:4]=1.[OH-].[Li+]. Product: [CH3:1][O:2][C:3]1[CH:4]=[CH:5][C:6]([CH2:7][O:8][C:9]2[CH:18]=[CH:17][C:12]([C:13]([OH:15])=[O:14])=[CH:11][CH:10]=2)=[CH:19][CH:20]=1. The catalyst class is: 12. (2) Reactant: [CH2:1]([S:8][CH2:9][CH:10]([CH2:14][O:15][CH:16]1[CH2:21][CH2:20][O:19][CH2:18][CH2:17]1)[C:11]([OH:13])=[O:12])[C:2]1[CH:7]=[CH:6][CH:5]=[CH:4][CH:3]=1.[OH:22]OS([O-])=O.[K+].[OH2:28]. Product: [CH2:1]([S:8]([CH2:9][CH:10]([CH2:14][O:15][CH:16]1[CH2:17][CH2:18][O:19][CH2:20][CH2:21]1)[C:11]([OH:13])=[O:12])(=[O:22])=[O:28])[C:2]1[CH:3]=[CH:4][CH:5]=[CH:6][CH:7]=1. The catalyst class is: 5. (3) Reactant: [Cl:1][C:2]1[N:3]=[N:4][C:5]([Cl:10])=[CH:6][C:7]=1[CH2:8][CH3:9].[CH3:11]C(O)=O.S(=O)(=O)(O)O.[NH4+].[NH4+].[O-]S(OOS([O-])(=O)=O)(=O)=O.[OH-].[NH4+]. Product: [Cl:1][C:2]1[N:3]=[N:4][C:5]([Cl:10])=[C:6]([CH3:11])[C:7]=1[CH2:8][CH3:9]. The catalyst class is: 716. (4) Reactant: [Li].[CH3:2][Si:3](Cl)([C:10]1[CH:15]=[CH:14][CH:13]=[CH:12][CH:11]=1)[C:4]1[CH:9]=[CH:8][CH:7]=[CH:6][CH:5]=1.II.[F:19][C:20](F)=[CH2:21]. Product: [F:19][C:20]([Si:3]([CH3:2])([C:10]1[CH:11]=[CH:12][CH:13]=[CH:14][CH:15]=1)[C:4]1[CH:9]=[CH:8][CH:7]=[CH:6][CH:5]=1)=[CH2:21]. The catalyst class is: 7. (5) Reactant: Cl[C:2]1[N:27]=[CH:26][C:5]2[N:6]=[CH:7][N:8]=[C:9]([NH:10][C:11]3[CH:16]=[CH:15][C:14]([O:17][CH2:18][C:19]4[CH:24]=[CH:23][C:22]([F:25])=[CH:21][CH:20]=4)=[CH:13][CH:12]=3)[C:4]=2[CH:3]=1.[O:28]1[CH2:32][CH2:31][O:30][CH:29]1[C:33]1[O:37][C:36]([Sn](CCCC)(CCCC)CCCC)=[CH:35][CH:34]=1. Product: [O:28]1[CH2:32][CH2:31][O:30][CH:29]1[C:33]1[O:37][C:36]([C:2]2[N:27]=[CH:26][C:5]3[N:6]=[CH:7][N:8]=[C:9]([NH:10][C:11]4[CH:16]=[CH:15][C:14]([O:17][CH2:18][C:19]5[CH:24]=[CH:23][C:22]([F:25])=[CH:21][CH:20]=5)=[CH:13][CH:12]=4)[C:4]=3[CH:3]=2)=[CH:35][CH:34]=1. The catalyst class is: 12.